From a dataset of NCI-60 drug combinations with 297,098 pairs across 59 cell lines. Regression. Given two drug SMILES strings and cell line genomic features, predict the synergy score measuring deviation from expected non-interaction effect. (1) Drug 1: CCCCC(=O)OCC(=O)C1(CC(C2=C(C1)C(=C3C(=C2O)C(=O)C4=C(C3=O)C=CC=C4OC)O)OC5CC(C(C(O5)C)O)NC(=O)C(F)(F)F)O. Drug 2: B(C(CC(C)C)NC(=O)C(CC1=CC=CC=C1)NC(=O)C2=NC=CN=C2)(O)O. Cell line: MOLT-4. Synergy scores: CSS=75.1, Synergy_ZIP=-3.25, Synergy_Bliss=-7.07, Synergy_Loewe=-7.68, Synergy_HSA=-7.06. (2) Drug 1: C1=C(C(=O)NC(=O)N1)F. Drug 2: C1=CN(C=N1)CC(O)(P(=O)(O)O)P(=O)(O)O. Cell line: EKVX. Synergy scores: CSS=33.8, Synergy_ZIP=4.30, Synergy_Bliss=0.413, Synergy_Loewe=0.457, Synergy_HSA=0.852.